From a dataset of Forward reaction prediction with 1.9M reactions from USPTO patents (1976-2016). Predict the product of the given reaction. (1) Given the reactants [CH:1]1[C:6]([Br:7])=[CH:5][C:4]([C:8]([F:11])([F:10])[F:9])=[C:3](N)[CH:2]=1.C(ON=O)CCCC.[CH:21]1[CH:26]=[CH:25][CH:24]=[CH:23][CH:22]=1, predict the reaction product. The product is: [Br:7][C:6]1[CH:1]=[CH:2][C:3]([C:21]2[CH:26]=[CH:25][CH:24]=[CH:23][CH:22]=2)=[C:4]([C:8]([F:11])([F:10])[F:9])[CH:5]=1. (2) Given the reactants Br[C:2]1[CH:7]=[CH:6][C:5]([NH:8][C:9]2[C:13]3[CH2:14][N:15]([C:18](=[O:20])[CH3:19])[CH2:16][CH2:17][C:12]=3[N:11]([CH2:21][CH:22]3[CH2:24][CH2:23]3)[N:10]=2)=[CH:4][CH:3]=1.[CH3:25][N:26]1[CH:30]=[C:29](B2OC(C)(C)C(C)(C)O2)[CH:28]=[N:27]1.ClCCl.C([O-])([O-])=O.[Na+].[Na+], predict the reaction product. The product is: [CH:22]1([CH2:21][N:11]2[C:12]3[CH2:17][CH2:16][N:15]([C:18](=[O:20])[CH3:19])[CH2:14][C:13]=3[C:9]([NH:8][C:5]3[CH:6]=[CH:7][C:2]([C:29]4[CH:28]=[N:27][N:26]([CH3:25])[CH:30]=4)=[CH:3][CH:4]=3)=[N:10]2)[CH2:24][CH2:23]1. (3) Given the reactants Br[C:2]1[C:7]([C:8]([F:11])([F:10])[F:9])=[CH:6][CH:5]=[CH:4][N:3]=1.[CH:12]1(B(O)O)[CH2:14][CH2:13]1.P([O-])([O-])([O-])=O.[K+].[K+].[K+].C1(P(C2CCCCC2)C2CCCCC2)CCCCC1, predict the reaction product. The product is: [CH:12]1([C:2]2[C:7]([C:8]([F:11])([F:10])[F:9])=[CH:6][CH:5]=[CH:4][N:3]=2)[CH2:14][CH2:13]1. (4) Given the reactants Cl[C:2]1[CH:7]=[C:6]([Cl:8])[N:5]=[CH:4][N:3]=1.[NH:9]1[CH2:14][CH2:13][CH:12]([C:15]([O:17][CH2:18][CH3:19])=[O:16])[CH2:11][CH2:10]1.C([O-])(O)=O.[Na+], predict the reaction product. The product is: [Cl:8][C:6]1[N:5]=[CH:4][N:3]=[C:2]([N:9]2[CH2:14][CH2:13][CH:12]([C:15]([O:17][CH2:18][CH3:19])=[O:16])[CH2:11][CH2:10]2)[CH:7]=1.